Dataset: Full USPTO retrosynthesis dataset with 1.9M reactions from patents (1976-2016). Task: Predict the reactants needed to synthesize the given product. The reactants are: N[C:2]1[CH:3]=[C:4]([CH:7]=[CH:8][CH:9]=1)[C:5]#[N:6].C(OC([O:20][C:21]([CH3:24])([CH3:23])[CH3:22])=O)([O:20][C:21]([CH3:24])([CH3:23])[CH3:22])=O.[N:25]1[CH:30]=CC=CC=1.C(=O)=[O:32]. Given the product [C:21]([O:20][NH:25][C:30]([C:2]1[CH:3]=[C:4]([CH:7]=[CH:8][CH:9]=1)[C:5]#[N:6])=[O:32])([CH3:22])([CH3:23])[CH3:24], predict the reactants needed to synthesize it.